This data is from Reaction yield outcomes from USPTO patents with 853,638 reactions. The task is: Predict the reaction yield, written as a fraction of the theoretical maximum amount of product (1.0 means a 100% yield; for example, 0.34 means a 34% yield). (1) The reactants are [CH3:1][C@@H:2]1[O:7][CH2:6][C@@H:5]2[CH2:8][CH2:9][C@@H:10]([C:12]([OH:14])=O)[CH2:11][N:4]2[C:3]1=[O:15].C(Cl)(=O)C(Cl)=O.Cl.[Cl:23][C:24]1[C:25]([CH2:30][NH2:31])=[N:26][CH:27]=[CH:28][N:29]=1.C(N(CC)CC)C. The catalyst is C(Cl)Cl.CN(C=O)C.O. The product is [Cl:23][C:24]1[C:25]([CH2:30][NH:31][C:12]([C@H:10]2[CH2:11][N:4]3[C@H:5]([CH2:6][O:7][C@@H:2]([CH3:1])[C:3]3=[O:15])[CH2:8][CH2:9]2)=[O:14])=[N:26][CH:27]=[CH:28][N:29]=1. The yield is 0.629. (2) The reactants are [Br:1][C:2]1[S:6][C:5]([NH2:7])=[N:4][C:3]=1[CH2:8][CH:9]1[CH2:14][CH2:13][CH2:12][CH2:11][CH2:10]1.[CH3:15][S:16](Cl)(=[O:18])=[O:17]. The catalyst is C(Cl)Cl.O. The product is [Br:1][C:2]1[S:6][C:5]([NH:7][S:16]([CH3:15])(=[O:18])=[O:17])=[N:4][C:3]=1[CH2:8][CH:9]1[CH2:10][CH2:11][CH2:12][CH2:13][CH2:14]1. The yield is 0.910.